Dataset: Full USPTO retrosynthesis dataset with 1.9M reactions from patents (1976-2016). Task: Predict the reactants needed to synthesize the given product. Given the product [Si:26]([O:33][CH2:34][CH2:35][NH:36][C:37]1[CH:38]=[CH:39][C:40]([NH:43][CH2:56][C@@H:54]([OH:55])[CH2:53][NH:52][C:50]([C:48]2[S:49][C:45]([Cl:44])=[CH:46][CH:47]=2)=[O:51])=[CH:41][CH:42]=1)([C:29]([CH3:32])([CH3:31])[CH3:30])([CH3:28])[CH3:27], predict the reactants needed to synthesize it. The reactants are: FC(F)(F)S([O-])(=O)=O.[Yb+3].FC(F)(F)S([O-])(=O)=O.FC(F)(F)S([O-])(=O)=O.[Si:26]([O:33][CH2:34][CH2:35][NH:36][C:37]1[CH:42]=[CH:41][C:40]([NH2:43])=[CH:39][CH:38]=1)([C:29]([CH3:32])([CH3:31])[CH3:30])([CH3:28])[CH3:27].[Cl:44][C:45]1[S:49][C:48]([C:50]([NH:52][CH2:53][C@H:54]2[CH2:56][O:55]2)=[O:51])=[CH:47][CH:46]=1.